From a dataset of Full USPTO retrosynthesis dataset with 1.9M reactions from patents (1976-2016). Predict the reactants needed to synthesize the given product. Given the product [F:13][C:14]([F:29])([F:30])[O:15][C:16]1[CH:21]=[CH:20][C:19]([CH2:2][C:3]2[CH:12]=[CH:11][C:6]([C:7]([O:9][CH3:10])=[O:8])=[CH:5][CH:4]=2)=[CH:18][CH:17]=1, predict the reactants needed to synthesize it. The reactants are: Br[CH2:2][C:3]1[CH:12]=[CH:11][C:6]([C:7]([O:9][CH3:10])=[O:8])=[CH:5][CH:4]=1.[F:13][C:14]([F:30])([F:29])[O:15][C:16]1[CH:21]=[CH:20][C:19](C2C=CC(O)=CC=2)=[CH:18][CH:17]=1.CCOC(C)=O.